Dataset: Catalyst prediction with 721,799 reactions and 888 catalyst types from USPTO. Task: Predict which catalyst facilitates the given reaction. Reactant: [Br:1][C:2]1[CH:3]=[C:4]2[C:9](=[CH:10][CH:11]=1)[N:8]([CH2:12][C:13]1[CH:18]=[CH:17][C:16]([O:19][CH3:20])=[CH:15][CH:14]=1)[C:7](=[O:21])[NH:6][C:5]2([CH2:26][N+:27]([O-])=O)[C:22]([F:25])([F:24])[F:23].[Cl-].[NH4+].O. Product: [NH2:27][CH2:26][C:5]1([C:22]([F:24])([F:25])[F:23])[C:4]2[C:9](=[CH:10][CH:11]=[C:2]([Br:1])[CH:3]=2)[N:8]([CH2:12][C:13]2[CH:14]=[CH:15][C:16]([O:19][CH3:20])=[CH:17][CH:18]=2)[C:7](=[O:21])[NH:6]1. The catalyst class is: 415.